Dataset: Peptide-MHC class II binding affinity with 134,281 pairs from IEDB. Task: Regression. Given a peptide amino acid sequence and an MHC pseudo amino acid sequence, predict their binding affinity value. This is MHC class II binding data. (1) The peptide sequence is YDKFLANVSTVLNGK. The MHC is DRB1_1001 with pseudo-sequence DRB1_1001. The binding affinity (normalized) is 0.855. (2) The peptide sequence is ATSLDTMAQMNQAFR. The MHC is HLA-DQA10102-DQB10602 with pseudo-sequence HLA-DQA10102-DQB10602. The binding affinity (normalized) is 0.611. (3) The peptide sequence is KTQIDQVESTAGSLQ. The MHC is DRB3_0202 with pseudo-sequence DRB3_0202. The binding affinity (normalized) is 0. (4) The peptide sequence is TSICSLYQLENYCN. The MHC is DRB4_0101 with pseudo-sequence DRB4_0103. The binding affinity (normalized) is 0.121. (5) The peptide sequence is RLFDNAMLRAHRLHQ. The MHC is DRB1_0404 with pseudo-sequence DRB1_0404. The binding affinity (normalized) is 0.296. (6) The peptide sequence is PKYEKQNTLKLAT. The MHC is DRB1_0101 with pseudo-sequence DRB1_0101. The binding affinity (normalized) is 0.574. (7) The peptide sequence is KVITALTERLYVGGPMHNSK. The MHC is DRB1_0405 with pseudo-sequence DRB1_0405. The binding affinity (normalized) is 0.418.